From a dataset of Catalyst prediction with 721,799 reactions and 888 catalyst types from USPTO. Predict which catalyst facilitates the given reaction. Reactant: [CH3:1][O:2][C:3]1[CH:8]=[CH:7][C:6]([S:9][C:10]2[CH:18]=[CH:17][C:13]([C:14](Cl)=[O:15])=[CH:12][C:11]=2[NH:19][C:20]2[C:21]3[CH:29]=[CH:28][CH:27]=[N:26][C:22]=3[N:23]=[CH:24][N:25]=2)=[CH:5][CH:4]=1.[NH2:30][C:31]1[CH:39]=[CH:38][C:34]([CH2:35][C:36]#[N:37])=[CH:33][CH:32]=1.NC1C=C(O)C(C)=CC=1.C(C1C=CC2C(NC3C=C(C=CC=3SC3C=CC(OC)=CC=3)C(Cl)=O)=NC=NC=2N=1)(C)C. Product: [C:36]([CH2:35][C:34]1[CH:38]=[CH:39][C:31]([NH:30][C:14](=[O:15])[C:13]2[CH:17]=[CH:18][C:10]([S:9][C:6]3[CH:7]=[CH:8][C:3]([O:2][CH3:1])=[CH:4][CH:5]=3)=[C:11]([NH:19][C:20]3[C:21]4[CH:29]=[CH:28][CH:27]=[N:26][C:22]=4[N:23]=[CH:24][N:25]=3)[CH:12]=2)=[CH:32][CH:33]=1)#[N:37]. The catalyst class is: 5.